This data is from Forward reaction prediction with 1.9M reactions from USPTO patents (1976-2016). The task is: Predict the product of the given reaction. (1) Given the reactants C(N(CC)CC)C.[S:8]([C:12]1[CH:13]=[C:14]([CH:18]=[CH:19][CH:20]=1)[C:15]([OH:17])=[O:16])(=[O:11])(=[O:10])[NH2:9].Br[CH2:22][C:23]([C:25]1[CH:26]=[N:27][N:28]([CH3:42])[C:29]=1[CH2:30][O:31][C:32]1[CH:37]=[CH:36][C:35]([C:38]([F:41])([F:40])[F:39])=[CH:34][CH:33]=1)=[O:24], predict the reaction product. The product is: [S:8]([C:12]1[CH:13]=[C:14]([CH:18]=[CH:19][CH:20]=1)[C:15]([O:17][CH2:22][C:23]([C:25]1[CH:26]=[N:27][N:28]([CH3:42])[C:29]=1[CH2:30][O:31][C:32]1[CH:37]=[CH:36][C:35]([C:38]([F:41])([F:39])[F:40])=[CH:34][CH:33]=1)=[O:24])=[O:16])(=[O:10])(=[O:11])[NH2:9]. (2) Given the reactants F[C:2]1[CH:7]=[CH:6][C:5]([C:8]2[C:12]([C:13](=[O:15])C)=[C:11]([CH3:16])[O:10][N:9]=2)=[CH:4][CH:3]=1.C(Cl)(Cl)(Cl)[Cl:18].CC(N=NC(C#N)(C)C)(C#N)C.C1[C:39](=[O:40])N(Br)C(=O)C1.CCO[C:45](C)=[O:46], predict the reaction product. The product is: [CH3:45][O:46][C:13]([C:12]1[C:8]([C:5]2[CH:4]=[CH:3][C:2]([Cl:18])=[CH:7][CH:6]=2)=[N:9][O:10][C:11]=1[CH2:16][O:40][CH3:39])=[O:15]. (3) Given the reactants [CH:1]1([C:4]2[C:5]([O:15][CH2:16][CH:17]3[CH2:22][CH2:21][NH:20][CH2:19][CH2:18]3)=[CH:6][C:7]([F:14])=[C:8]([CH:13]=2)[C:9]([O:11][CH3:12])=[O:10])[CH2:3][CH2:2]1.Cl[CH2:24][C:25]1[CH:30]=[CH:29][CH:28]=[C:27]([F:31])[CH:26]=1.[I-].[Na+].C(=O)([O-])[O-].[K+].[K+], predict the reaction product. The product is: [F:31][C:27]1[CH:26]=[C:25]([CH:30]=[CH:29][CH:28]=1)[CH2:24][N:20]1[CH2:19][CH2:18][CH:17]([CH2:16][O:15][C:5]2[C:4]([CH:1]3[CH2:3][CH2:2]3)=[CH:13][C:8]([C:9]([O:11][CH3:12])=[O:10])=[C:7]([F:14])[CH:6]=2)[CH2:22][CH2:21]1. (4) Given the reactants FC(F)(F)C1[N:8]2N=CC=[C:7]2[N:6]=[C:5]([C:12]2[CH:17]=[CH:16]C(C(F)(F)F)=[CH:14][CH:13]=2)C=1.[OH-].[Na+], predict the reaction product. The product is: [C:17]([C:12]1[CH:13]=[CH:14][C:7]([NH2:8])=[N:6][CH:5]=1)#[CH:16]. (5) Given the reactants C(N[C@@H](CC1C=CC=C(O)C=1)C(O)=O)(=O)C.[CH3:17][O:18][C:19](=[O:33])[C@H:20]([NH:29][C:30](=[O:32])[CH3:31])[CH2:21][C:22]1[CH:27]=[CH:26][CH:25]=[C:24]([OH:28])[CH:23]=1.[CH3:34][O:35][C:36](=[O:50])[CH:37]([NH:46][C:47](=[O:49])[CH3:48])[CH2:38][C:39]1[CH:44]=[CH:43][CH:42]=[C:41]([OH:45])[CH:40]=1.[OH-].[Na+], predict the reaction product. The product is: [CH3:17][O:18][C:19](=[O:33])[C@@H:20]([NH:29][C:30](=[O:32])[CH3:31])[CH2:21][C:22]1[CH:27]=[CH:26][CH:25]=[C:24]([OH:28])[CH:23]=1.[CH3:34][O:35][C:36](=[O:50])[C@H:37]([NH:46][C:47](=[O:49])[CH3:48])[CH2:38][C:39]1[CH:44]=[CH:43][CH:42]=[C:41]([OH:45])[CH:40]=1. (6) Given the reactants [Cl:1][C:2]1[CH:3]=[N:4][C:5]2[N:6]([N:8]=[C:9]([C:11]([OH:13])=O)[CH:10]=2)[CH:7]=1.[CH3:14][N:15]([CH3:29])[C:16]([C:18]1[C:19]2[CH2:20][CH2:21][NH:22][CH:23]([CH3:28])[C:24]=2[CH:25]=[CH:26][CH:27]=1)=[O:17], predict the reaction product. The product is: [CH3:14][N:15]([CH3:29])[C:16]([C:18]1[C:19]2[CH2:20][CH2:21][N:22]([C:11]([C:9]3[CH:10]=[C:5]4[N:4]=[CH:3][C:2]([Cl:1])=[CH:7][N:6]4[N:8]=3)=[O:13])[CH:23]([CH3:28])[C:24]=2[CH:25]=[CH:26][CH:27]=1)=[O:17]. (7) Given the reactants [CH3:1][CH:2]([O:4][C:5]1[CH:10]=[CH:9][C:8]([C:11]2[O:15][N:14]=[C:13]([C:16]3[CH:17]=[C:18]4[C:22](=[CH:23][CH:24]=3)[N:21]([CH2:25][CH2:26][C:27]([O:29]CC)=[O:28])[N:20]=[CH:19]4)[N:12]=2)=[CH:7][C:6]=1[C:32]([F:35])([F:34])[F:33])[CH3:3].[OH-].[Na+], predict the reaction product. The product is: [CH3:3][CH:2]([O:4][C:5]1[CH:10]=[CH:9][C:8]([C:11]2[O:15][N:14]=[C:13]([C:16]3[CH:17]=[C:18]4[C:22](=[CH:23][CH:24]=3)[N:21]([CH2:25][CH2:26][C:27]([OH:29])=[O:28])[N:20]=[CH:19]4)[N:12]=2)=[CH:7][C:6]=1[C:32]([F:34])([F:35])[F:33])[CH3:1]. (8) Given the reactants [Br:1][C:2]1[CH:7]=[CH:6][C:5]([N+:8]([O-:10])=[O:9])=[C:4](F)[CH:3]=1.[NH2:12][CH2:13][CH:14]([CH3:19])[C:15]([O:17][CH3:18])=[O:16].C(=O)([O-])[O-].[K+].[K+], predict the reaction product. The product is: [Br:1][C:2]1[CH:7]=[CH:6][C:5]([N+:8]([O-:10])=[O:9])=[C:4]([NH:12][CH2:13][CH:14]([CH3:19])[C:15]([O:17][CH3:18])=[O:16])[CH:3]=1. (9) Given the reactants [C:1]([C:5]1[CH:35]=[CH:34][C:8]([NH:9][C:10]2[C:19]3[C:14](=[CH:15][CH:16]=[CH:17][CH:18]=3)[C:13]([CH2:20][C:21]3[CH:22]=[N:23][C:24]([O:32]C)=[C:25]([C:27]4[O:28][CH:29]=[CH:30][CH:31]=4)[CH:26]=3)=[N:12][N:11]=2)=[CH:7][CH:6]=1)([CH3:4])([CH3:3])[CH3:2].C(C1C=CC(NC2C3C(=CC=CC=3)C(CC3C=NC(OC)=C(Br)C=3)=NN=2)=CC=1)(C)(C)C.C([Sn](CCCC)(CCCC)C1OC=CC=1)CCC, predict the reaction product. The product is: [C:1]([C:5]1[CH:6]=[CH:7][C:8]([NH:9][C:10]2[C:19]3[C:14](=[CH:15][CH:16]=[CH:17][CH:18]=3)[C:13]([CH2:20][C:21]3[CH:22]=[N:23][C:24]([OH:32])=[C:25]([C:27]4[O:28][CH:29]=[CH:30][CH:31]=4)[CH:26]=3)=[N:12][N:11]=2)=[CH:34][CH:35]=1)([CH3:4])([CH3:2])[CH3:3]. (10) Given the reactants [F:1][C:2]1[CH:7]=[CH:6][C:5]([CH2:8][C:9]2[CH:18]=[C:17]3[C:12]([C:13]([OH:25])=[C:14]([C:20](OCC)=[O:21])[C:15](=[O:19])[NH:16]3)=[N:11][CH:10]=2)=[CH:4][CH:3]=1.[C:26]([NH:34][NH2:35])(=[O:33])[C:27]1[CH:32]=[CH:31][CH:30]=[CH:29][CH:28]=1, predict the reaction product. The product is: [F:1][C:2]1[CH:3]=[CH:4][C:5]([CH2:8][C:9]2[CH:18]=[C:17]3[C:12]([C:13]([OH:25])=[C:14]([C:20]([N:34]([C:26]([C:27]4[CH:32]=[CH:31][CH:30]=[CH:29][CH:28]=4)=[O:33])[NH2:35])=[O:21])[C:15](=[O:19])[NH:16]3)=[N:11][CH:10]=2)=[CH:6][CH:7]=1.